From a dataset of Forward reaction prediction with 1.9M reactions from USPTO patents (1976-2016). Predict the product of the given reaction. Given the reactants [CH:1]1([NH:4][C:5]2[N:10]3[N:11]=[CH:12][C:13](/[CH:14]=[C:15]4/[C:16](=[O:21])[NH:17][C:18](=[O:20])[NH:19]/4)=[C:9]3[N:8]=[C:7](S(C)=O)[N:6]=2)[CH2:3][CH2:2]1.C1(NC2N3N=CC(/C=C4/C(=O)NC(=O)N/4)=C3N=C(S(C)(=O)=O)N=2)CC1.[NH:50]1[CH:54]=[C:53]([CH:55]=[O:56])[N:52]=[CH:51]1, predict the reaction product. The product is: [CH:1]1([NH:4][C:5]2[N:10]3[N:11]=[CH:12][C:13](/[CH:14]=[C:15]4\[NH:19][C:18](=[O:20])[NH:17][C:16]\4=[O:21])=[C:9]3[N:8]=[C:7]([N:50]3[CH:54]=[C:53]([CH:55]=[O:56])[N:52]=[CH:51]3)[N:6]=2)[CH2:3][CH2:2]1.